The task is: Predict which catalyst facilitates the given reaction.. This data is from Catalyst prediction with 721,799 reactions and 888 catalyst types from USPTO. (1) Reactant: [OH:1][C:2]1[CH:9]=[C:8]([OH:10])[CH:7]=[CH:6][C:3]=1[CH:4]=[O:5].[F-].[K+].[Cl:13][C:14]1[CH:21]=[CH:20][C:17]([CH2:18]Cl)=[CH:16][CH:15]=1. Product: [Cl:13][C:14]1[CH:21]=[CH:20][C:17]([CH2:18][O:10][C:8]2[CH:7]=[CH:6][C:3]([CH:4]=[O:5])=[C:2]([OH:1])[CH:9]=2)=[CH:16][CH:15]=1. The catalyst class is: 10. (2) Reactant: [C:1](O[BH-](OC(=O)C)OC(=O)C)(=O)C.[Na+].CCN(C(C)C)C(C)C.[OH:24][C:25]([C:27]([F:30])([F:29])[F:28])=[O:26].[F:31][C:32]1[CH:37]=[C:36]([F:38])[CH:35]=[CH:34][C:33]=1[CH:39]([F:60])[CH:40]1[CH2:45][CH2:44][N:43]([C:46]2[N:51]=[C:50]3[CH2:52][NH:53][CH2:54][CH2:55][C:49]3=[N:48][C:47]=2[NH:56][CH:57]([CH3:59])[CH3:58])[CH2:42][CH2:41]1.C=O. Product: [F:31][C:32]1[CH:37]=[C:36]([F:38])[CH:35]=[CH:34][C:33]=1[CH:39]([F:60])[CH:40]1[CH2:45][CH2:44][N:43]([C:46]2[N:51]=[C:50]3[CH2:52][N:53]([CH3:1])[CH2:54][CH2:55][C:49]3=[N:48][C:47]=2[NH:56][CH:57]([CH3:58])[CH3:59])[CH2:42][CH2:41]1.[C:25]([OH:26])([C:27]([F:30])([F:29])[F:28])=[O:24]. The catalyst class is: 5. (3) Reactant: [NH2:1][C:2]1[N:6]([CH3:7])[C:5](=[O:8])[C:4]([C:19]2[CH:24]=[CH:23][CH:22]=[C:21]([NH2:25])[CH:20]=2)([C:9]2[CH:14]=[CH:13][C:12]([O:15][CH:16]([F:18])[F:17])=[CH:11][CH:10]=2)[N:3]=1.[CH:26](=O)[CH2:27][CH3:28].C(O[BH-](OC(=O)C)OC(=O)C)(=O)C.[Na+].C(O)(=O)C.[Cl:48]C(Cl)C. Product: [ClH:48].[NH2:1][C:2]1[N:6]([CH3:7])[C:5](=[O:8])[C:4]([C:9]2[CH:14]=[CH:13][C:12]([O:15][CH:16]([F:17])[F:18])=[CH:11][CH:10]=2)([C:19]2[CH:24]=[CH:23][CH:22]=[C:21]([NH:25][CH2:26][CH2:27][CH3:28])[CH:20]=2)[N:3]=1. The catalyst class is: 2. (4) Reactant: [CH3:1][O:2][C:3]1[C:12]([NH:13][C:14](=[O:18])OCC)=[N:11][C:10]2[C:5](=[CH:6][C:7]([O:21][CH3:22])=[C:8]([O:19][CH3:20])[CH:9]=2)[N:4]=1.[CH3:23][O:24][C:25]1[CH:26]=[C:27]([N:31]2[CH2:36][CH2:35][NH:34][CH2:33][CH2:32]2)[CH:28]=[CH:29][CH:30]=1.C1CCN2C(=NCCC2)CC1. Product: [CH3:1][O:2][C:3]1[C:12]([NH:13][C:14]([N:34]2[CH2:33][CH2:32][N:31]([C:27]3[CH:28]=[CH:29][CH:30]=[C:25]([O:24][CH3:23])[CH:26]=3)[CH2:36][CH2:35]2)=[O:18])=[N:11][C:10]2[C:5](=[CH:6][C:7]([O:21][CH3:22])=[C:8]([O:19][CH3:20])[CH:9]=2)[N:4]=1. The catalyst class is: 7. (5) Reactant: [Mg].C[O:3][C:4]1[CH:9]=[C:8]([CH2:10][CH2:11][CH2:12][CH2:13][CH3:14])[CH:7]=[C:6]([O:15]C)[C:5]=1[C@H:17]1[C@H:22]([C:23]([CH3:25])=[CH2:24])[CH2:21][CH2:20][C:19](=[CH2:26])[CH:18]1[OH:27]. Product: [OH:3][C:4]1[CH:9]=[C:8]([CH2:10][CH2:11][CH2:12][CH2:13][CH3:14])[CH:7]=[C:6]([OH:15])[C:5]=1[C@H:17]1[C@H:22]([C:23]([CH3:25])=[CH2:24])[CH2:21][CH2:20][C:19](=[CH2:26])[CH:18]1[OH:27]. The catalyst class is: 28. (6) Reactant: [OH:1][C:2]1[CH:7]=[CH:6][C:5]([C:8]2([CH2:12][C:13]([O:15][CH2:16][CH3:17])=[O:14])[CH2:11][O:10][CH2:9]2)=[CH:4][CH:3]=1.Br[CH2:19][C:20]1[CH:25]=[CH:24][C:23]([F:26])=[C:22]([O:27][C:28]([F:31])([F:30])[F:29])[CH:21]=1.C(=O)([O-])[O-].[Cs+].[Cs+]. Product: [F:26][C:23]1[CH:24]=[CH:25][C:20]([CH2:19][O:1][C:2]2[CH:7]=[CH:6][C:5]([C:8]3([CH2:12][C:13]([O:15][CH2:16][CH3:17])=[O:14])[CH2:9][O:10][CH2:11]3)=[CH:4][CH:3]=2)=[CH:21][C:22]=1[O:27][C:28]([F:29])([F:31])[F:30]. The catalyst class is: 3. (7) Reactant: [F:1][C:2]1[CH:18]=[CH:17][CH:16]=[CH:15][C:3]=1[CH2:4][N:5]1[C:9]2=[N:10][CH:11]=[CH:12][CH:13]=[C:8]2[C:7](I)=[N:6]1.CCCC[Sn](CCCC)CCCC.CCCC[Sn](CCCC)CCCC.Cl[C:46]1[N:51]=[C:50]([NH2:52])[C:49]([N+:53]([O-:55])=[O:54])=[CH:48][CH:47]=1.C(=O)([O-])O.[Na+]. Product: [F:1][C:2]1[CH:18]=[CH:17][CH:16]=[CH:15][C:3]=1[CH2:4][N:5]1[C:9]2=[N:10][CH:11]=[CH:12][CH:13]=[C:8]2[C:7]([C:46]2[N:51]=[C:50]([NH2:52])[C:49]([N+:53]([O-:55])=[O:54])=[CH:48][CH:47]=2)=[N:6]1. The catalyst class is: 9.